From a dataset of Forward reaction prediction with 1.9M reactions from USPTO patents (1976-2016). Predict the product of the given reaction. (1) Given the reactants [C:1]([C:5]1[CH:10]=[CH:9][C:8]([N:11]2[C:19]3[C:14](=[CH:15][CH:16]=[CH:17][CH:18]=3)[C:13]([CH:20]=[O:21])=[C:12]2Cl)=[CH:7][CH:6]=1)([CH3:4])([CH3:3])[CH3:2].[NH:23]1[CH2:28][CH2:27][CH2:26][CH2:25][CH2:24]1, predict the reaction product. The product is: [C:1]([C:5]1[CH:10]=[CH:9][C:8]([N:11]2[C:19]3[C:14](=[CH:15][CH:16]=[CH:17][CH:18]=3)[C:13]([CH:20]=[O:21])=[C:12]2[N:23]2[CH2:28][CH2:27][CH2:26][CH2:25][CH2:24]2)=[CH:7][CH:6]=1)([CH3:4])([CH3:3])[CH3:2]. (2) The product is: [CH3:30][NH:34][C:19]1[N:20]=[C:15]([CH2:14][CH2:13][O:12][C:11]2[CH:10]=[C:9]([CH:25]=[CH:24][CH:23]=2)[O:8][CH2:48][C:49](=[O:57])[CH2:50][CH2:51][C:52]([O:54][CH2:55][CH3:56])=[O:53])[CH:16]=[CH:17][CH:18]=1. Given the reactants CC([Si](C(C)C)([O:8][C:9]1[CH:10]=[C:11]([CH:23]=[CH:24][CH:25]=1)[O:12][CH2:13][CH2:14][C:15]1[N:20]=[C:19](CN)[CH:18]=[CH:17][CH:16]=1)C(C)C)C.[F-].[CH2:30]([N+:34](CCCC)(CCCC)CCCC)CCC.Br[CH2:48][C:49](=[O:57])[CH2:50][CH2:51][C:52]([O:54][CH2:55][CH3:56])=[O:53], predict the reaction product. (3) Given the reactants [Br:1][C:2]1[CH:3]=[C:4]([C:12]([O:14]C)=[O:13])[CH:5]=[C:6]([C:8]([O:10][CH3:11])=[O:9])[CH:7]=1.O[Li].O.O, predict the reaction product. The product is: [Br:1][C:2]1[CH:3]=[C:4]([CH:5]=[C:6]([C:8]([O:10][CH3:11])=[O:9])[CH:7]=1)[C:12]([OH:14])=[O:13]. (4) Given the reactants [F:1][C:2]1C=[C:4]([C:11]2[CH:16]=[CH:15][C:14]([O:17][CH2:18][CH:19]3[CH2:24][CH2:23][N:22]([CH2:25][C:26]4([C:30]([F:33])([F:32])[F:31])[CH2:29][CH2:28][CH2:27]4)[CH2:21][CH2:20]3)=[C:13]([F:34])[CH:12]=2)[CH:5]=[CH:6][C:7]=1C(O)=O.[CH2:35](Cl)[CH2:36]Cl.C1C=CC2N([OH:48])N=NC=2C=1.CCN(C(C)C)C(C)C.[NH:58]1[CH2:62][CH2:61][CH2:60][C@H:59]1[C:63]([NH2:65])=[O:64], predict the reaction product. The product is: [F:1][C:2]1[CH:7]=[CH:6][CH:5]=[C:4]([C:11]2[CH:16]=[CH:15][C:14]([O:17][CH2:18][CH:19]3[CH2:20][CH2:21][N:22]([CH2:25][C:26]4([C:30]([F:33])([F:31])[F:32])[CH2:29][CH2:28][CH2:27]4)[CH2:23][CH2:24]3)=[C:13]([F:34])[CH:12]=2)[C:35]=1[C:36]([N:58]1[CH2:62][CH2:61][CH2:60][C@H:59]1[C:63]([NH2:65])=[O:64])=[O:48].